The task is: Regression. Given two drug SMILES strings and cell line genomic features, predict the synergy score measuring deviation from expected non-interaction effect.. This data is from Merck oncology drug combination screen with 23,052 pairs across 39 cell lines. (1) Drug 1: CN1C(=O)C=CC2(C)C3CCC4(C)C(NC(=O)OCC(F)(F)F)CCC4C3CCC12. Drug 2: NC1(c2ccc(-c3nc4ccn5c(=O)[nH]nc5c4cc3-c3ccccc3)cc2)CCC1. Cell line: MSTO. Synergy scores: synergy=4.17. (2) Drug 1: CN(Cc1cnc2nc(N)nc(N)c2n1)c1ccc(C(=O)NC(CCC(=O)O)C(=O)O)cc1. Drug 2: NC1(c2ccc(-c3nc4ccn5c(=O)[nH]nc5c4cc3-c3ccccc3)cc2)CCC1. Cell line: SW837. Synergy scores: synergy=8.37. (3) Drug 1: Cn1nnc2c(C(N)=O)ncn2c1=O. Synergy scores: synergy=-12.5. Cell line: OCUBM. Drug 2: Cc1nc(Nc2ncc(C(=O)Nc3c(C)cccc3Cl)s2)cc(N2CCN(CCO)CC2)n1.